From a dataset of Full USPTO retrosynthesis dataset with 1.9M reactions from patents (1976-2016). Predict the reactants needed to synthesize the given product. (1) The reactants are: Br[C:2]1[CH2:10][CH2:9][C:5]2[S:6][CH:7]=[CH:8][C:4]=2[CH:3]=1.C([Li])(C)(C)C.C([O:19][B:20](OC(C)C)[O:21]C(C)C)(C)C.Cl. Given the product [S:6]1[CH:7]=[CH:8][C:4]2[CH:3]=[C:2]([B:20]([OH:21])[OH:19])[CH2:10][CH2:9][C:5]1=2, predict the reactants needed to synthesize it. (2) Given the product [Cl:1][C:2]1[CH:14]=[CH:13][C:5]([CH2:6][NH:7][C:8](=[O:12])[CH:9]([CH3:11])[CH3:10])=[CH:4][C:3]=1[NH:15][NH:16][C:22]([O:21][C:18]([CH3:20])([CH3:19])[CH3:17])=[O:23], predict the reactants needed to synthesize it. The reactants are: [Cl:1][C:2]1[CH:14]=[CH:13][C:5]([CH2:6][NH:7][C:8](=[O:12])[CH:9]([CH3:11])[CH3:10])=[CH:4][C:3]=1[NH:15][NH2:16].[CH3:17][C:18]([O:21][C:22](O[C:22]([O:21][C:18]([CH3:20])([CH3:19])[CH3:17])=[O:23])=[O:23])([CH3:20])[CH3:19].C([O-])([O-])=O.[Na+].[Na+].C(#N)C. (3) Given the product [Cl:1][C:2]1[CH:3]=[C:4]([C:8]2[CH:9]=[CH:10][C:11]3[CH2:17][CH2:16][CH2:15][CH2:14][N:13]([C:23]([NH:44][C:41]4[CH:42]=[CH:43][N:38]=[CH:39][CH:40]=4)=[O:29])[C:12]=3[N:18]=2)[CH:5]=[CH:6][CH:7]=1, predict the reactants needed to synthesize it. The reactants are: [Cl:1][C:2]1[CH:3]=[C:4]([C:8]2[CH:9]=[CH:10][C:11]3[CH2:17][CH2:16][CH2:15][CH2:14][NH:13][C:12]=3[N:18]=2)[CH:5]=[CH:6][CH:7]=1.ClC(Cl)(O[C:23](=[O:29])OC(Cl)(Cl)Cl)Cl.C(N(CC)CC)C.[N:38]1[CH:43]=[CH:42][C:41]([NH2:44])=[CH:40][CH:39]=1. (4) Given the product [F:29][C:30]1[CH:31]=[C:32]([C:2]2[CH:7]=[CH:6][C:5]([C:8]3[C:17]4[C:12](=[CH:13][C:14]([S:18]([NH:21][C:22]5[S:23][CH:24]=[N:25][N:26]=5)(=[O:19])=[O:20])=[CH:15][CH:16]=4)[N:11]=[CH:10][CH:9]=3)=[C:4]([O:27][CH3:28])[CH:3]=2)[CH:33]=[C:34]([F:36])[CH:35]=1, predict the reactants needed to synthesize it. The reactants are: Cl[C:2]1[CH:7]=[CH:6][C:5]([C:8]2[C:17]3[C:12](=[CH:13][C:14]([S:18]([NH:21][C:22]4[S:23][CH:24]=[N:25][N:26]=4)(=[O:20])=[O:19])=[CH:15][CH:16]=3)[N:11]=[CH:10][CH:9]=2)=[C:4]([O:27][CH3:28])[CH:3]=1.[F:29][C:30]1[CH:31]=[C:32](B(O)O)[CH:33]=[C:34]([F:36])[CH:35]=1.C1(P(C2CCCCC2)C2C=CC=CC=2C2C(OC)=CC=CC=2OC)CCCCC1.P([O-])([O-])([O-])=O.[K+].[K+].[K+]. (5) Given the product [Cl:17][C:18]1[CH:19]=[CH:20][C:21]([S:24]([C:27]2[C:28]([CH2:35][CH2:36][C:37]([OH:39])=[O:38])=[C:29](/[CH:33]=[C:10]3\[C:11](=[O:16])[NH:12][C:13]4[C:9]\3=[CH:8][C:7]([C:1]3[CH:2]=[CH:3][CH:4]=[CH:5][CH:6]=3)=[CH:15][CH:14]=4)[NH:30][C:31]=2[CH3:32])(=[O:25])=[O:26])=[CH:22][CH:23]=1, predict the reactants needed to synthesize it. The reactants are: [C:1]1([C:7]2[CH:8]=[C:9]3[C:13](=[CH:14][CH:15]=2)[NH:12][C:11](=[O:16])[CH2:10]3)[CH:6]=[CH:5][CH:4]=[CH:3][CH:2]=1.[Cl:17][C:18]1[CH:23]=[CH:22][C:21]([S:24]([C:27]2[C:28]([CH2:35][CH2:36][C:37]([OH:39])=[O:38])=[C:29]([CH:33]=O)[NH:30][C:31]=2[CH3:32])(=[O:26])=[O:25])=[CH:20][CH:19]=1.N1CCCCC1. (6) Given the product [O:7]([CH2:20][C:21]1[CH:22]=[CH:23][C:24]([CH2:27][NH:28][C:29](=[O:44])[CH2:30][CH2:31][C:32]2[CH:37]=[CH:36][C:35]([O:38][CH2:39][C:40]#[CH:41])=[C:34]([O:42][CH3:43])[CH:33]=2)=[CH:25][CH:26]=1)[C:1]1[CH:6]=[CH:5][CH:4]=[CH:3][CH:2]=1, predict the reactants needed to synthesize it. The reactants are: [C:1]1([OH:7])[CH:6]=[CH:5][CH:4]=[CH:3][CH:2]=1.CN(C)C=O.[H-].[Na+].CS(O[CH2:20][C:21]1[CH:26]=[CH:25][C:24]([CH2:27][NH:28][C:29](=[O:44])[CH2:30][CH2:31][C:32]2[CH:37]=[CH:36][C:35]([O:38][CH2:39][C:40]#[CH:41])=[C:34]([O:42][CH3:43])[CH:33]=2)=[CH:23][CH:22]=1)(=O)=O. (7) Given the product [CH3:13][O:12][C:4]1[C:5]2[O:10][CH2:9][CH2:8][O:7][C:6]=2[CH:11]=[C:2]([O:18][CH3:17])[C:3]=1[C:14](=[O:16])[CH3:15], predict the reactants needed to synthesize it. The reactants are: Br[C:2]1[C:3]([C:14](=[O:16])[CH3:15])=[C:4]([O:12][CH3:13])[C:5]2[O:10][CH2:9][CH2:8][O:7][C:6]=2[CH:11]=1.[CH3:17][O-:18].[Na+].